From a dataset of Reaction yield outcomes from USPTO patents with 853,638 reactions. Predict the reaction yield, written as a fraction of the theoretical maximum amount of product (1.0 means a 100% yield; for example, 0.34 means a 34% yield). (1) The reactants are [CH3:1][O:2][C:3]1([C:6]2[CH:11]=[CH:10][C:9]([C:12]#[C:13][C:14]3[CH:19]=[CH:18][C:17]([CH2:20][C:21]([O:23]C)=[O:22])=[CH:16][CH:15]=3)=[CH:8][CH:7]=2)[CH2:5][CH2:4]1.[OH-].[Na+]. The catalyst is C(O)C.O1CCCC1. The product is [CH3:1][O:2][C:3]1([C:6]2[CH:7]=[CH:8][C:9]([C:12]#[C:13][C:14]3[CH:15]=[CH:16][C:17]([CH2:20][C:21]([OH:23])=[O:22])=[CH:18][CH:19]=3)=[CH:10][CH:11]=2)[CH2:5][CH2:4]1. The yield is 0.840. (2) The reactants are [CH2:1]1[C:9]2[C:4](=[CH:5][CH:6]=[CH:7][CH:8]=2)[CH2:3][NH:2]1.[F:10][C:11]1[CH:16]=[CH:15][C:14]([C:17]2[O:18][C:19]3[CH:29]=[CH:28][C:27]([C:30]4[CH:31]=[C:32]([CH:36]=[CH:37][CH:38]=4)[C:33](O)=[O:34])=[CH:26][C:20]=3[C:21]=2[C:22](=[O:25])[NH:23][CH3:24])=[CH:13][CH:12]=1.CN(C(ON1N=NC2C=CC=NC1=2)=[N+](C)C)C.F[P-](F)(F)(F)(F)F.CCN(C(C)C)C(C)C. The catalyst is CN(C=O)C.CO. The product is [F:10][C:11]1[CH:16]=[CH:15][C:14]([C:17]2[O:18][C:19]3[CH:29]=[CH:28][C:27]([C:30]4[CH:38]=[CH:37][CH:36]=[C:32]([C:33]([N:2]5[CH2:3][C:4]6[C:9](=[CH:8][CH:7]=[CH:6][CH:5]=6)[CH2:1]5)=[O:34])[CH:31]=4)=[CH:26][C:20]=3[C:21]=2[C:22]([NH:23][CH3:24])=[O:25])=[CH:13][CH:12]=1. The yield is 0.680. (3) The reactants are [CH2:1]([O:8][C:9]1[C:17]2[N:16]=[C:15]([CH3:18])[NH:14][C:13]=2[CH:12]=[C:11]([Br:19])[CH:10]=1)[C:2]1[CH:7]=[CH:6][CH:5]=[CH:4][CH:3]=1.[H-].[Na+].[CH3:22][C:23]1[CH:28]=[CH:27][C:26]([S:29](Cl)(=[O:31])=[O:30])=[CH:25][CH:24]=1. The catalyst is CN(C)C=O. The product is [CH2:1]([O:8][C:9]1[C:17]2[N:16]=[C:15]([CH3:18])[N:14]([S:29]([C:26]3[CH:27]=[CH:28][C:23]([CH3:22])=[CH:24][CH:25]=3)(=[O:31])=[O:30])[C:13]=2[CH:12]=[C:11]([Br:19])[CH:10]=1)[C:2]1[CH:3]=[CH:4][CH:5]=[CH:6][CH:7]=1. The yield is 0.980. (4) The reactants are [CH3:1][N:2]1[CH:6]=[C:5]([N+:7]([O-])=O)[CH:4]=[C:3]1[C:10]([O:12][CH3:13])=[O:11].Cl.[H][H].[CH3:17][N:18]1[CH:22]=[C:21]([N+:23]([O-:25])=[O:24])[CH:20]=[C:19]1[C:26]([OH:28])=O.C(Cl)CCl.CCN(C(C)C)C(C)C. The catalyst is [Pd].CC(N(C)C)=O.C1COCC1. The product is [CH3:1][N:2]1[CH:6]=[C:5]([NH:7][C:26]([C:19]2[N:18]([CH3:17])[CH:22]=[C:21]([N+:23]([O-:25])=[O:24])[CH:20]=2)=[O:28])[CH:4]=[C:3]1[C:10]([O:12][CH3:13])=[O:11]. The yield is 0.750. (5) The reactants are [CH:1]([C@H:4]1[NH:9][CH2:8][CH2:7][N:6]2[C:10]3[CH:16]=[C:15]([S:17]([CH3:20])(=[O:19])=[O:18])[C:14]([C:21]([O:23][CH3:24])=[O:22])=[CH:13][C:11]=3[N:12]=[C:5]12)([CH3:3])[CH3:2].Cl[C:26]1[N:31]=[C:30]([CH:32]2[CH2:34][CH2:33]2)[C:29]([C:35]([O:37][CH3:38])=[O:36])=[CH:28][N:27]=1.CCN(C(C)C)C(C)C. The catalyst is C(Cl)Cl.CC(O)C. The product is [CH:32]1([C:30]2[C:29]([C:35]([O:37][CH3:38])=[O:36])=[CH:28][N:27]=[C:26]([N:9]3[CH2:8][CH2:7][N:6]4[C:10]5[CH:16]=[C:15]([S:17]([CH3:20])(=[O:19])=[O:18])[C:14]([C:21]([O:23][CH3:24])=[O:22])=[CH:13][C:11]=5[N:12]=[C:5]4[C@H:4]3[CH:1]([CH3:3])[CH3:2])[N:31]=2)[CH2:33][CH2:34]1. The yield is 0.430. (6) The reactants are [CH3:1][C:2]1([CH3:38])[C:11]2[CH:10]=[C:9]([C:12](=O)[CH:13]=[CH:14][C:15]3[CH:29]=[CH:28][C:18]([C:19]([O:21]CC[Si](C)(C)C)=[O:20])=[CH:17][CH:16]=3)[CH:8]=[CH:7][C:6]=2[C:5]([C:31]2[CH:36]=[CH:35][C:34]([CH3:37])=[CH:33][CH:32]=2)=[CH:4][CH2:3]1.Cl.[NH2:40][OH:41].N1C=CC=CC=1.[F-]. The catalyst is CCO.CS(C)=O.O. The product is [CH3:1][C:2]1([CH3:38])[C:11]2[CH:10]=[C:9]([C:12](=[N:40][OH:41])[CH:13]=[CH:14][C:15]3[CH:29]=[CH:28][C:18]([C:19]([OH:21])=[O:20])=[CH:17][CH:16]=3)[CH:8]=[CH:7][C:6]=2[C:5]([C:31]2[CH:36]=[CH:35][C:34]([CH3:37])=[CH:33][CH:32]=2)=[CH:4][CH2:3]1. The yield is 0.420.